Dataset: Catalyst prediction with 721,799 reactions and 888 catalyst types from USPTO. Task: Predict which catalyst facilitates the given reaction. (1) Reactant: CN(C)[CH:3]=[O:4].P(Cl)(Cl)(Cl)=O.[CH3:11][N:12]([CH3:25])[CH2:13][CH2:14][CH2:15][C:16]1[C:24]2[CH2:23][CH2:22][CH2:21][CH2:20][C:19]=2[NH:18][CH:17]=1.[OH-].[Na+]. Product: [CH3:25][N:12]([CH3:11])[CH2:13][CH2:14][CH2:15][C:16]1[C:24]2[CH2:23][CH2:22][CH2:21][CH2:20][C:19]=2[NH:18][C:17]=1[CH:3]=[O:4]. The catalyst class is: 229. (2) Reactant: [Cl:1][C:2]1[N:3]=[C:4]2[CH:9]=[CH:8][C:7]([C:10]#[C:11][Si](C)(C)C)=[N:6][N:5]2[C:16]=1[S:17]([N:20]=[CH:21][N:22]([CH2:27][CH:28]([CH3:30])[CH3:29])[CH2:23][CH:24]([CH3:26])[CH3:25])(=[O:19])=[O:18].O.[F-].C([N+](CCCC)(CCCC)CCCC)CCC. Product: [Cl:1][C:2]1[N:3]=[C:4]2[CH:9]=[CH:8][C:7]([C:10]#[CH:11])=[N:6][N:5]2[C:16]=1[S:17]([N:20]=[CH:21][N:22]([CH2:27][CH:28]([CH3:30])[CH3:29])[CH2:23][CH:24]([CH3:25])[CH3:26])(=[O:18])=[O:19]. The catalyst class is: 30.